The task is: Predict which catalyst facilitates the given reaction.. This data is from Catalyst prediction with 721,799 reactions and 888 catalyst types from USPTO. (1) Reactant: [F:1][C:2]1[CH:7]=[CH:6][CH:5]=[CH:4][C:3]=1[N:8]1[CH:12]=[C:11]([C:13]([OH:15])=O)[C:10]([C:16]([F:19])([F:18])[F:17])=[N:9]1.CCN=C=NCCCN(C)C.Cl.C1C=CC2N(O)N=NC=2C=1.O.Cl.[NH2:44][CH2:45][CH2:46][NH:47][C:48]([C@H:50]1[CH2:55][CH2:54][C@H:53]([C:56]2[O:57][C:58]([CH:61]([CH3:63])[CH3:62])=[N:59][N:60]=2)[CH2:52][CH2:51]1)=[O:49]. Product: [F:1][C:2]1[CH:7]=[CH:6][CH:5]=[CH:4][C:3]=1[N:8]1[CH:12]=[C:11]([C:13]([NH:44][CH2:45][CH2:46][NH:47][C:48]([C@H:50]2[CH2:51][CH2:52][C@H:53]([C:56]3[O:57][C:58]([CH:61]([CH3:63])[CH3:62])=[N:59][N:60]=3)[CH2:54][CH2:55]2)=[O:49])=[O:15])[C:10]([C:16]([F:19])([F:18])[F:17])=[N:9]1. The catalyst class is: 31. (2) Reactant: [C:1]([Si:5]([CH3:8])([CH3:7])Cl)([CH3:4])([CH3:3])[CH3:2].N1C=CN=C1.[Br:14][C:15]1[CH:25]=[CH:24][C:18]([O:19][CH2:20][CH2:21][CH2:22][OH:23])=[CH:17][CH:16]=1.[Cl-].[NH4+]. Product: [Br:14][C:15]1[CH:25]=[CH:24][C:18]([O:19][CH2:20][CH2:21][CH2:22][O:23][Si:5]([C:1]([CH3:4])([CH3:3])[CH3:2])([CH3:8])[CH3:7])=[CH:17][CH:16]=1. The catalyst class is: 35.